This data is from Reaction yield outcomes from USPTO patents with 853,638 reactions. The task is: Predict the reaction yield, written as a fraction of the theoretical maximum amount of product (1.0 means a 100% yield; for example, 0.34 means a 34% yield). (1) The reactants are C(=O)([O-])[O-].[K+].[K+].[F:7][C:8]1[CH:13]=[C:12]([OH:14])[CH:11]=[CH:10][C:9]=1[C:15]([CH3:19])([CH3:18])[C:16]#[N:17].Cl[CH2:21][C:22]([CH:24]1[CH2:28][CH2:27][CH2:26][CH2:25]1)=[O:23].O. The catalyst is CN(C=O)C. The product is [CH:24]1([C:22](=[O:23])[CH2:21][O:14][C:12]2[CH:11]=[CH:10][C:9]([C:15]([CH3:19])([CH3:18])[C:16]#[N:17])=[C:8]([F:7])[CH:13]=2)[CH2:28][CH2:27][CH2:26][CH2:25]1. The yield is 0.750. (2) The product is [CH2:30]([C@H:37]1[CH2:41][O:40][C:39](=[O:42])[N:38]1[C:13](=[O:15])[CH2:12]/[CH:11]=[CH:10]/[CH2:9][C:8]([N:19]1[C@@H:24]([CH2:5][C:2]2[CH:3]=[CH:28][CH:27]=[CH:26][CH:4]=2)[CH2:23][O:22][C:21]1=[O:46])=[O:17])[C:31]1[CH:32]=[CH:33][CH:34]=[CH:35][CH:36]=1. No catalyst specified. The reactants are C(Cl)(=O)[C:2]([CH3:5])([CH3:4])[CH3:3].[C:8]([OH:17])(=O)[CH2:9]/[CH:10]=[CH:11]/[CH2:12][C:13]([OH:15])=O.C[N:19]1[CH2:24][CH2:23][O:22][CH2:21]C1.[Li][CH2:26][CH2:27][CH2:28]C.[CH2:30]([C@H:37]1[CH2:41][O:40][C:39](=[O:42])[NH:38]1)[C:31]1[CH:36]=[CH:35][CH:34]=[CH:33][CH:32]=1.C1C[O:46]CC1. The yield is 0.238. (3) The product is [F:16][C:11]1[CH:10]=[C:9]([O:8][C:6]2[CH:5]=[CH:4][N:3]=[C:2]([C:23]3[CH:22]=[N:21][N:20]([CH2:17][CH2:18][CH3:19])[CH:24]=3)[CH:7]=2)[CH:14]=[CH:13][C:12]=1[NH2:15]. The catalyst is COCCOC.CCOC(C)=O.C1C=CC([P]([Pd]([P](C2C=CC=CC=2)(C2C=CC=CC=2)C2C=CC=CC=2)([P](C2C=CC=CC=2)(C2C=CC=CC=2)C2C=CC=CC=2)[P](C2C=CC=CC=2)(C2C=CC=CC=2)C2C=CC=CC=2)(C2C=CC=CC=2)C2C=CC=CC=2)=CC=1. The yield is 1.10. The reactants are Cl[C:2]1[CH:7]=[C:6]([O:8][C:9]2[CH:14]=[CH:13][C:12]([NH2:15])=[C:11]([F:16])[CH:10]=2)[CH:5]=[CH:4][N:3]=1.[CH2:17]([N:20]1[CH:24]=[C:23](B2OC(C)(C)C(C)(C)O2)[CH:22]=[N:21]1)[CH2:18][CH3:19].C([O-])([O-])=O.[K+].[K+].O.